Dataset: Full USPTO retrosynthesis dataset with 1.9M reactions from patents (1976-2016). Task: Predict the reactants needed to synthesize the given product. (1) Given the product [Cl:20][C:11]1[CH:10]=[C:9](/[CH:8]=[C:4]2/[C:5](=[O:7])[N:6]3[CH:26]=[C:27]([C:29]4[CH:30]=[N:31][C:32]([N:35]5[CH:39]=[C:38]([CH3:40])[N:37]=[CH:36]5)=[CH:33][CH:34]=4)[N:1]=[C:2]3[S:3]/2)[CH:14]=[C:13]([O:15][CH2:16][CH2:17][CH3:18])[C:12]=1[OH:19], predict the reactants needed to synthesize it. The reactants are: [NH2:1][C:2]1[S:3]/[C:4](=[CH:8]\[C:9]2[CH:14]=[C:13]([O:15][CH2:16][CH2:17][CH3:18])[C:12]([OH:19])=[C:11]([Cl:20])[CH:10]=2)/[C:5](=[O:7])[N:6]=1.C(O)(=O)C.Br[CH2:26][C:27]([C:29]1[CH:30]=[N:31][C:32]([N:35]2[CH:39]=[C:38]([CH3:40])[N:37]=[CH:36]2)=[CH:33][CH:34]=1)=O. (2) Given the product [F:37][C:34]1[CH:35]=[CH:36][C:31]([CH2:30][N:7]2[C:8]3[CH:9]=[N:10][C:11]4[C:12](=[O:29])[N:13]([OH:19])[C:14]([CH3:18])=[CH:15][C:16]=4[C:17]=3[C:5]([CH2:39][OH:40])=[CH:6]2)=[CH:32][CH:33]=1, predict the reactants needed to synthesize it. The reactants are: CN(C[C:5]1[C:17]2[C:16]3[CH:15]=[C:14]([CH3:18])[N:13]([O:19]CCOCC[Si](C)(C)C)[C:12](=[O:29])[C:11]=3[N:10]=[CH:9][C:8]=2[N:7]([CH2:30][C:31]2[CH:36]=[CH:35][C:34]([F:37])=[CH:33][CH:32]=2)[CH:6]=1)C.Cl[C:39](OC1C=CC=CC=1)=[O:40].O.CN(C=O)C. (3) The reactants are: [CH2:1]=[CH:2][CH2:3][S:4](=O)[S:5][CH2:6][CH:7]=[CH2:8].[OH2:10].CO. Given the product [CH2:1]=[CH:2][CH2:3][S:4][S:5]/[CH:6]=[CH:7]/[CH2:8][S+:4]([O-:10])[CH2:3][CH:2]=[CH2:1], predict the reactants needed to synthesize it. (4) Given the product [CH3:18][C:7]1[C:6]([C:4]([NH:3][CH2:1][CH3:2])=[O:5])=[C:10]([Si:11]([CH3:13])([CH3:12])[CH3:14])[S:9][C:8]=1[CH3:15], predict the reactants needed to synthesize it. The reactants are: [CH2:1]([NH:3][C:4]([C:6]1[C:7]2[CH2:18]CC[CH2:15][C:8]=2[S:9][C:10]=1[Si:11]([CH3:14])([CH3:13])[CH3:12])=[O:5])[CH3:2]. (5) Given the product [Cl:1][C:2]1[C:7]([NH:8][CH2:9][CH2:10][O:11][C:12]2[CH:17]=[CH:16][CH:15]=[CH:14][CH:13]=2)=[N:6][CH:5]=[C:4]([CH:3]=1)[CH:18]=[O:19], predict the reactants needed to synthesize it. The reactants are: [Cl:1][C:2]1[CH:3]=[C:4]([CH2:18][OH:19])[CH:5]=[N:6][C:7]=1[NH:8][CH2:9][CH2:10][O:11][C:12]1[CH:17]=[CH:16][CH:15]=[CH:14][CH:13]=1. (6) The reactants are: Cl[C:2]1[N:12]=[C:11]([NH:13][C:14]2[CH:19]=[CH:18][C:17]([N:20]3[CH2:25][CH2:24][N:23]([C:26]([O:28][C:29]([CH3:32])([CH3:31])[CH3:30])=[O:27])[CH2:22][CH2:21]3)=[C:16]([CH3:33])[CH:15]=2)[C:5]2[C:6](=[O:10])[NH:7][N:8]=[CH:9][C:4]=2[CH:3]=1.[Br-].[Cl:35][C:36]1[CH:43]=[CH:42][CH:41]=[C:40]([Cl:44])[C:37]=1[CH2:38][Zn+]. Given the product [Cl:35][C:36]1[CH:43]=[CH:42][CH:41]=[C:40]([Cl:44])[C:37]=1[CH2:38][C:2]1[N:12]=[C:11]([NH:13][C:14]2[CH:19]=[CH:18][C:17]([N:20]3[CH2:21][CH2:22][N:23]([C:26]([O:28][C:29]([CH3:32])([CH3:31])[CH3:30])=[O:27])[CH2:24][CH2:25]3)=[C:16]([CH3:33])[CH:15]=2)[C:5]2[C:6](=[O:10])[NH:7][N:8]=[CH:9][C:4]=2[CH:3]=1, predict the reactants needed to synthesize it. (7) Given the product [CH3:37][C:35]1[CH:36]=[C:27](/[CH:25]=[CH:4]/[C:3]([O:2][CH3:1])=[O:24])[CH:28]=[C:29]([C:30](=[O:31])[NH:32][CH3:33])[CH:34]=1, predict the reactants needed to synthesize it. The reactants are: [CH3:1][O:2][C:3](=[O:24])[CH:4]=P(C1C=CC=CC=1)(C1C=CC=CC=1)C1C=CC=CC=1.[CH:25]([C:27]1[CH:28]=[C:29]([CH:34]=[C:35]([CH3:37])[CH:36]=1)[C:30]([NH:32][CH3:33])=[O:31])=O.